Dataset: Forward reaction prediction with 1.9M reactions from USPTO patents (1976-2016). Task: Predict the product of the given reaction. (1) Given the reactants Br[C:2]1[CH:3]=[CH:4][C:5]([C:8]2[NH:9][C:10]([CH:13]([C:21]3[CH:26]=[CH:25][C:24]([S:27]([CH:30]4[CH2:32][CH2:31]4)(=[O:29])=[O:28])=[CH:23][CH:22]=3)[CH2:14][CH:15]3[CH2:20][CH2:19][O:18][CH2:17][CH2:16]3)=[CH:11][CH:12]=2)=[N:6][CH:7]=1.[CH2:33]([Sn](CCCC)(CCCC)C=C)[CH2:34]CC, predict the reaction product. The product is: [CH:30]1([S:27]([C:24]2[CH:25]=[CH:26][C:21]([CH:13]([C:10]3[NH:9][C:8]([C:5]4[CH:4]=[CH:3][C:2]([CH:33]=[CH2:34])=[CH:7][N:6]=4)=[CH:12][CH:11]=3)[CH2:14][CH:15]3[CH2:20][CH2:19][O:18][CH2:17][CH2:16]3)=[CH:22][CH:23]=2)(=[O:29])=[O:28])[CH2:32][CH2:31]1. (2) Given the reactants O([CH2:9][CH:10]([CH2:16][CH2:17][CH3:18])[CH2:11][CH2:12][CH2:13][CH2:14][CH3:15])S(C(F)(F)F)(=O)=O.[CH3:19][C:20]1[CH:21]=[N:22][CH:23]=[C:24]([CH3:39])[C:25]=1[C:26]1[C:31]([CH3:32])=[CH:30][C:29]([CH:33]([C:36]#[N:37])[C:34]#[N:35])=[CH:28][C:27]=1[CH3:38].C[O-].[Na+], predict the reaction product. The product is: [CH3:19][C:20]1[C:25](=[C:26]2[C:31]([CH3:32])=[CH:30][C:29](=[C:33]([C:34]#[N:35])[C:36]#[N:37])[CH:28]=[C:27]2[CH3:38])[C:24]([CH3:39])=[CH:23][N:22]([CH2:9][CH:10]([CH2:16][CH2:17][CH3:18])[CH2:11][CH2:12][CH2:13][CH2:14][CH3:15])[CH:21]=1. (3) Given the reactants [CH:1]1([C:4]2[NH:8][C:7]3[CH:9]=[C:10]([C:21]4[C:22]([CH3:27])=[N:23][O:24][C:25]=4[CH3:26])[CH:11]=[C:12]([CH:13]([C:15]4[CH:20]=[CH:19][CH:18]=[CH:17][N:16]=4)[OH:14])[C:6]=3[N:5]=2)[CH2:3][CH2:2]1.[C:28]([Mg]Br)#[CH:29].[Cl-].[NH4+], predict the reaction product. The product is: [CH:1]1([C:4]2[NH:5][C:6]3[C:12]([C:13]([C:15]4[CH:20]=[CH:19][CH:18]=[CH:17][N:16]=4)([OH:14])[C:28]#[CH:29])=[CH:11][C:10]([C:21]4[C:22]([CH3:27])=[N:23][O:24][C:25]=4[CH3:26])=[CH:9][C:7]=3[N:8]=2)[CH2:2][CH2:3]1. (4) Given the reactants Br[C:2]1[CH:3]=[C:4]2[C:9](=[CH:10][CH:11]=1)[C:8](=[O:12])[N:7]([CH2:13][CH:14]=[O:15])[CH2:6][CH2:5]2.C(N1CCC2C(=CC=C([I:29])C=2)C1=O)C=C, predict the reaction product. The product is: [I:29][C:2]1[CH:3]=[C:4]2[C:9](=[CH:10][CH:11]=1)[C:8](=[O:12])[N:7]([CH2:13][CH:14]=[O:15])[CH2:6][CH2:5]2. (5) Given the reactants [CH2:1]([C:3]1[S:7][C:6]([C:8]([OH:10])=O)=[CH:5][C:4]=1[C:11]1[CH:16]=[CH:15][CH:14]=[CH:13][CH:12]=1)[CH3:2].[Li][CH3:18], predict the reaction product. The product is: [CH2:1]([C:3]1[S:7][C:6]([C:8](=[O:10])[CH3:18])=[CH:5][C:4]=1[C:11]1[CH:16]=[CH:15][CH:14]=[CH:13][CH:12]=1)[CH3:2]. (6) Given the reactants [NH2:1][C@H:2]([C:5]1[N:14]([C:15]2[CH:20]=[CH:19][C:18]([O:21][CH2:22][C:23]([F:26])([F:25])[F:24])=[CH:17][CH:16]=2)[C:13](=[O:27])[C:12]2[C:7](=[CH:8][CH:9]=[CH:10][C:11]=2[F:28])[N:6]=1)[CH2:3][CH3:4].Cl[C:30]1[C:31]2[CH:38]=[CH:37][NH:36][C:32]=2[N:33]=[CH:34][N:35]=1.C(N(C(C)C)CC)(C)C, predict the reaction product. The product is: [N:33]1[C:32]2[NH:36][CH:37]=[CH:38][C:31]=2[C:30]([NH:1][C@H:2]([C:5]2[N:14]([C:15]3[CH:20]=[CH:19][C:18]([O:21][CH2:22][C:23]([F:26])([F:24])[F:25])=[CH:17][CH:16]=3)[C:13](=[O:27])[C:12]3[C:7](=[CH:8][CH:9]=[CH:10][C:11]=3[F:28])[N:6]=2)[CH2:3][CH3:4])=[N:35][CH:34]=1.